Dataset: NCI-60 drug combinations with 297,098 pairs across 59 cell lines. Task: Regression. Given two drug SMILES strings and cell line genomic features, predict the synergy score measuring deviation from expected non-interaction effect. (1) Drug 1: CCC1=CC2CC(C3=C(CN(C2)C1)C4=CC=CC=C4N3)(C5=C(C=C6C(=C5)C78CCN9C7C(C=CC9)(C(C(C8N6C)(C(=O)OC)O)OC(=O)C)CC)OC)C(=O)OC.C(C(C(=O)O)O)(C(=O)O)O. Drug 2: C(CN)CNCCSP(=O)(O)O. Cell line: K-562. Synergy scores: CSS=55.8, Synergy_ZIP=4.22, Synergy_Bliss=6.94, Synergy_Loewe=-23.6, Synergy_HSA=6.05. (2) Drug 1: C1=CC(=C2C(=C1NCCNCCO)C(=O)C3=C(C=CC(=C3C2=O)O)O)NCCNCCO. Drug 2: CCC1=C2CN3C(=CC4=C(C3=O)COC(=O)C4(CC)O)C2=NC5=C1C=C(C=C5)O. Cell line: NCIH23. Synergy scores: CSS=65.0, Synergy_ZIP=-4.12, Synergy_Bliss=-1.23, Synergy_Loewe=0.0659, Synergy_HSA=2.84. (3) Drug 1: CC1=C(C=C(C=C1)C(=O)NC2=CC(=CC(=C2)C(F)(F)F)N3C=C(N=C3)C)NC4=NC=CC(=N4)C5=CN=CC=C5. Drug 2: CCC1=C2CN3C(=CC4=C(C3=O)COC(=O)C4(CC)O)C2=NC5=C1C=C(C=C5)O. Cell line: DU-145. Synergy scores: CSS=55.5, Synergy_ZIP=4.62, Synergy_Bliss=3.80, Synergy_Loewe=-64.0, Synergy_HSA=-2.81. (4) Synergy scores: CSS=40.9, Synergy_ZIP=27.0, Synergy_Bliss=27.9, Synergy_Loewe=24.8, Synergy_HSA=27.2. Drug 1: CC1C(C(=O)NC(C(=O)N2CCCC2C(=O)N(CC(=O)N(C(C(=O)O1)C(C)C)C)C)C(C)C)NC(=O)C3=C4C(=C(C=C3)C)OC5=C(C(=O)C(=C(C5=N4)C(=O)NC6C(OC(=O)C(N(C(=O)CN(C(=O)C7CCCN7C(=O)C(NC6=O)C(C)C)C)C)C(C)C)C)N)C. Drug 2: CC12CCC3C(C1CCC2OP(=O)(O)O)CCC4=C3C=CC(=C4)OC(=O)N(CCCl)CCCl.[Na+]. Cell line: T-47D.